Dataset: Catalyst prediction with 721,799 reactions and 888 catalyst types from USPTO. Task: Predict which catalyst facilitates the given reaction. (1) Reactant: [OH-].C([N+](C)(C)C)C1C=CC=CC=1.[C:13]([C:15]1[CH:20]=[CH:19][C:18]([CH:21]2[CH2:26][CH2:25][N:24]([C:27]([C:29]3[CH:30]=[CH:31][C:32]([CH3:41])=[C:33]([NH:35][S:36]([CH:39]=[CH2:40])(=[O:38])=[O:37])[CH:34]=3)=[O:28])[CH2:23][CH2:22]2)=[CH:17][CH:16]=1)#[N:14].CC[O:44]C(C)=O.C(O)(=O)CC(CC(O)=O)(C(O)=O)O. Product: [CH:39]([S:36]([NH:35][C:33]1[CH:34]=[C:29]([CH:30]=[CH:31][C:32]=1[CH3:41])[C:27]([N:24]1[CH2:25][CH2:26][CH:21]([C:18]2[CH:19]=[CH:20][C:15]([C:13]([NH2:14])=[O:44])=[CH:16][CH:17]=2)[CH2:22][CH2:23]1)=[O:28])(=[O:38])=[O:37])=[CH2:40]. The catalyst class is: 1. (2) Reactant: [CH3:1][S:2][CH3:3].ClN1C(=O)CCC1=O.[NH:12]1[C:20]2[C:15](=[CH:16][CH:17]=[C:18]([C:21]([N:23]3[CH2:28][CH2:27][O:26][CH2:25][CH2:24]3)=[O:22])[CH:19]=2)C=[CH:13]1. Product: [CH3:1][S:2][C:3]1[C:15]2[C:20](=[CH:19][C:18]([C:21]([N:23]3[CH2:28][CH2:27][O:26][CH2:25][CH2:24]3)=[O:22])=[CH:17][CH:16]=2)[NH:12][CH:13]=1. The catalyst class is: 4. (3) Reactant: [CH2:1]([C:8]1[S:12][C:11]2[CH:13]=[CH:14][CH:15]=[CH:16][C:10]=2[C:9]=1[CH2:17][CH2:18][C:19]1[CH:24]=[CH:23][C:22]([O:25]C)=[CH:21][CH:20]=1)[C:2]1[CH:7]=[CH:6][CH:5]=[CH:4][CH:3]=1.B(Br)(Br)Br.C(Cl)Cl. Product: [CH2:1]([C:8]1[S:12][C:11]2[CH:13]=[CH:14][CH:15]=[CH:16][C:10]=2[C:9]=1[CH2:17][CH2:18][C:19]1[CH:24]=[CH:23][C:22]([OH:25])=[CH:21][CH:20]=1)[C:2]1[CH:7]=[CH:6][CH:5]=[CH:4][CH:3]=1. The catalyst class is: 2. (4) Reactant: [CH3:1][C:2]1[CH:3]=[C:4]([C:19]2[S:23][C:22]([C:24]3([C:27](O)=[O:28])[CH2:26][CH2:25]3)=[N:21][CH:20]=2)[CH:5]=[C:6]([NH:8][C:9]2[N:14]=[C:13]([C:15]([F:18])([F:17])[F:16])[CH:12]=[CH:11][N:10]=2)[CH:7]=1.[CH:30]([NH:32][NH2:33])=[O:31].C1C=CC2N(O)N=NC=2C=1.C(Cl)CCl.CCN(C(C)C)C(C)C. Product: [CH:30]([NH:32][NH:33][C:27]([C:24]1([C:22]2[S:23][C:19]([C:4]3[CH:5]=[C:6]([NH:8][C:9]4[N:14]=[C:13]([C:15]([F:16])([F:18])[F:17])[CH:12]=[CH:11][N:10]=4)[CH:7]=[C:2]([CH3:1])[CH:3]=3)=[CH:20][N:21]=2)[CH2:25][CH2:26]1)=[O:28])=[O:31]. The catalyst class is: 136. (5) Reactant: Cl.[CH3:2][O:3][C@@H:4]([C@@H:18]1[CH2:22][CH2:21][CH2:20][NH:19]1)[C@@H:5]([CH3:17])[C:6](=[S:16])[NH:7][CH2:8][CH2:9][C:10]1[CH:15]=[CH:14][CH:13]=[CH:12][CH:11]=1.[CH:23]1[C:35]2[CH:34]([CH2:36][O:37][C:38]([N:40]([CH3:68])[C@H:41]([C:45]([NH:47][C@H:48]([C:52]([N:54]([C@@H:56]([C@@H:64]([CH3:67])[CH2:65][CH3:66])[C@H:57]([O:62][CH3:63])[CH2:58][C:59](O)=[O:60])[CH3:55])=[O:53])[CH:49]([CH3:51])[CH3:50])=[O:46])[CH:42]([CH3:44])[CH3:43])=[O:39])[C:33]3[C:28](=[CH:29][CH:30]=[CH:31][CH:32]=3)[C:27]=2[CH:26]=[CH:25][CH:24]=1.C(N(C(C)C)CC)(C)C.CN(C(ON1N=NC2C=CC=NC1=2)=[N+](C)C)C.F[P-](F)(F)(F)(F)F. Product: [CH:23]1[C:35]2[CH:34]([CH2:36][O:37][C:38]([N:40]([CH3:68])[C@H:41]([C:45]([NH:47][C@H:48]([C:52]([N:54]([C@@H:56]([C@@H:64]([CH3:67])[CH2:65][CH3:66])[C@H:57]([O:62][CH3:63])[CH2:58][C:59]([N:19]3[CH2:20][CH2:21][CH2:22][C@H:18]3[C@H:4]([O:3][CH3:2])[C@@H:5]([CH3:17])[C:6]([NH:7][CH2:8][CH2:9][C:10]3[CH:15]=[CH:14][CH:13]=[CH:12][CH:11]=3)=[S:16])=[O:60])[CH3:55])=[O:53])[CH:49]([CH3:51])[CH3:50])=[O:46])[CH:42]([CH3:44])[CH3:43])=[O:39])[C:33]3[C:28](=[CH:29][CH:30]=[CH:31][CH:32]=3)[C:27]=2[CH:26]=[CH:25][CH:24]=1. The catalyst class is: 120. (6) Reactant: [F:1][C:2]([F:7])([F:6])[C:3]([OH:5])=[O:4].[CH2:8]([N:12]1[C:16]2[C:17](=[O:22])[N:18]([CH3:21])[N:19]=[CH:20][C:15]=2[N:14]=[C:13]1[N:23]1[CH2:28][CH2:27][N:26](C(OC(C)(C)C)=O)[CH2:25][CH2:24]1)[C:9]#[C:10][CH3:11]. Product: [F:1][C:2]([F:7])([F:6])[C:3]([OH:5])=[O:4].[CH2:8]([N:12]1[C:16]2[C:17](=[O:22])[N:18]([CH3:21])[N:19]=[CH:20][C:15]=2[N:14]=[C:13]1[N:23]1[CH2:24][CH2:25][NH:26][CH2:27][CH2:28]1)[C:9]#[C:10][CH3:11]. The catalyst class is: 4. (7) Reactant: [NH:1]([C:3]1[CH:17]=[CH:16][CH:15]=[CH:14][C:4]=1[O:5][C:6]1[CH:11]=[CH:10][C:9]([CH3:12])=[CH:8][C:7]=1[OH:13])[NH2:2].[N:18]1[CH:23]=NC=N[CH:19]=1. Product: [CH3:12][C:9]1[CH:10]=[CH:11][C:6]([O:5][C:4]2[CH:14]=[CH:15][CH:16]=[CH:17][C:3]=2[N:1]2[CH:23]=[N:18][CH:19]=[N:2]2)=[C:7]([OH:13])[CH:8]=1. The catalyst class is: 8. (8) Reactant: [C:1]1([C:7]2([CH2:11][C:12]([C:14]3[CH:19]=[CH:18][CH:17]=[CH:16][N:15]=3)=[O:13])[CH2:10][CH2:9][CH2:8]2)[CH:6]=[CH:5][CH:4]=[CH:3][CH:2]=1.[BH4-].[Na+].ClCCl. Product: [C:1]1([C:7]2([CH2:11][CH:12]([C:14]3[CH:19]=[CH:18][CH:17]=[CH:16][N:15]=3)[OH:13])[CH2:10][CH2:9][CH2:8]2)[CH:2]=[CH:3][CH:4]=[CH:5][CH:6]=1. The catalyst class is: 98.